From a dataset of Forward reaction prediction with 1.9M reactions from USPTO patents (1976-2016). Predict the product of the given reaction. (1) Given the reactants C(O[C:6]([N:8]1[CH2:14][CH2:13][C:12]2[C:15]([C:27]3[CH:32]=[CH:31][C:30]([F:33])=[CH:29][CH:28]=3)=[N:16][C:17]([CH2:19][C:20]3[CH:25]=[CH:24][C:23]([F:26])=[CH:22][CH:21]=3)=[N:18][C:11]=2[CH2:10][CH2:9]1)=O)(C)(C)C.[CH2:34]=O, predict the reaction product. The product is: [F:26][C:23]1[CH:22]=[CH:21][C:20]([CH2:19][C:17]2[N:16]=[C:15]([C:27]3[CH:28]=[CH:29][C:30]([F:33])=[CH:31][CH:32]=3)[C:12]3[CH2:13][CH2:14][N:8]([CH3:6])[CH2:9][C:10](=[CH2:34])[C:11]=3[N:18]=2)=[CH:25][CH:24]=1. (2) Given the reactants C([O:3][C:4]([C:6]1[N:7]=[CH:8][N:9]([C:11]2[CH:12]=[C:13]3[C:18](=[CH:19][CH:20]=2)[N:17]=[CH:16][CH:15]=[CH:14]3)[CH:10]=1)=O)C.[H-].C([Al+]CC(C)C)C(C)C, predict the reaction product. The product is: [N:17]1[C:18]2[C:13](=[CH:12][C:11]([N:9]3[CH:10]=[C:6]([CH2:4][OH:3])[N:7]=[CH:8]3)=[CH:20][CH:19]=2)[CH:14]=[CH:15][CH:16]=1. (3) Given the reactants Cl[C:2]1[C:7]([C:8]([NH2:10])=[O:9])=[CH:6][N:5]=[C:4](Cl)C=1.[O:12]([C:19]1[CH:24]=[CH:23][C:22]([OH:25])=[CH:21][CH:20]=1)[C:13]1[CH:18]=[CH:17][CH:16]=[CH:15][CH:14]=1.[CH:26]12[CH2:39][CH:30]([N:31]1[C:32]([O:34]C(C)(C)C)=O)[CH2:29][NH:28][CH2:27]2.C(O)(=O)[CH:41]=[CH2:42].C(C1C=CC(C2CCN(C(OC(C)(C)C)=O)CC=2)=NC=1NC1C=CC(CCN2CCCC2)=CC=1)(=O)[NH2:46], predict the reaction product. The product is: [C:32]([N:31]1[CH:26]2[CH2:39][CH:30]1[CH2:29][N:28]([C:4]1[N:5]=[C:6]([O:25][C:22]3[CH:21]=[CH:20][C:19]([O:12][C:13]4[CH:18]=[CH:17][CH:16]=[CH:15][CH:14]=4)=[CH:24][CH:23]=3)[C:7]([C:8]([NH2:10])=[O:9])=[CH:2][N:46]=1)[CH2:27]2)(=[O:34])[CH:41]=[CH2:42]. (4) Given the reactants [ClH:1].Cl.[CH:3]([C@H:16]1[N:21]2[CH2:22][CH2:23][CH2:24][C@H:20]2[CH2:19][N:18]([CH2:25][C:26]2[CH:31]=[C:30](Br)[CH:29]=[CH:28][C:27]=2[O:33][CH3:34])[CH2:17]1)([C:10]1[CH:15]=[CH:14][CH:13]=[CH:12][CH:11]=1)[C:4]1[CH:9]=[CH:8][CH:7]=[CH:6][CH:5]=1.[C:35]1(B(O)O)[CH:40]=[CH:39][CH:38]=[CH:37][CH:36]=1.O, predict the reaction product. The product is: [ClH:1].[ClH:1].[CH:3]([C@H:16]1[N:21]2[CH2:22][CH2:23][CH2:24][C@H:20]2[CH2:19][N:18]([CH2:25][C:26]2[CH:31]=[C:30]([C:35]3[CH:40]=[CH:39][CH:38]=[CH:37][CH:36]=3)[CH:29]=[CH:28][C:27]=2[O:33][CH3:34])[CH2:17]1)([C:10]1[CH:15]=[CH:14][CH:13]=[CH:12][CH:11]=1)[C:4]1[CH:9]=[CH:8][CH:7]=[CH:6][CH:5]=1. (5) Given the reactants Br[C:2]1[N:6]([CH3:7])[N:5]=[CH:4][C:3]=1[C:8]1[N:9]=[N:10][N:11]([CH3:13])[N:12]=1.[H-].[Na+].[CH2:16]([SH:23])[C:17]1[CH:22]=[CH:21][CH:20]=[CH:19][CH:18]=1.CN(C=O)C, predict the reaction product. The product is: [CH2:16]([S:23][C:2]1[N:6]([CH3:7])[N:5]=[CH:4][C:3]=1[C:8]1[N:9]=[N:10][N:11]([CH3:13])[N:12]=1)[C:17]1[CH:22]=[CH:21][CH:20]=[CH:19][CH:18]=1. (6) Given the reactants [CH3:1][C:2](O)([CH3:15])[CH2:3][C:4]1[CH:9]=[CH:8][C:7]([O:10][C:11]([F:14])([F:13])[F:12])=[CH:6][CH:5]=1.C(N(S(F)(F)[F:23])CC)C, predict the reaction product. The product is: [F:23][C:2]([CH3:15])([CH3:1])[CH2:3][C:4]1[CH:9]=[CH:8][C:7]([O:10][C:11]([F:14])([F:13])[F:12])=[CH:6][CH:5]=1. (7) Given the reactants [F:1][C:2]1[C:7]2[N:8]=[C:9]([CH3:11])[O:10][C:6]=2[C:5]2[NH:12][C:13](=[O:23])[N:14]([C:15]3[CH:20]=[CH:19][C:18]([I:21])=[CH:17][C:16]=3[F:22])[C:4]=2[C:3]=1[F:24].[CH:25]1([S:28](Cl)(=[O:30])=[O:29])[CH2:27][CH2:26]1, predict the reaction product. The product is: [CH:25]1([S:28]([N:12]2[C:5]3[C:6]4[O:10][C:9]([CH3:11])=[N:8][C:7]=4[C:2]([F:1])=[C:3]([F:24])[C:4]=3[N:14]([C:15]3[CH:20]=[CH:19][C:18]([I:21])=[CH:17][C:16]=3[F:22])[C:13]2=[O:23])(=[O:30])=[O:29])[CH2:27][CH2:26]1.